Dataset: Full USPTO retrosynthesis dataset with 1.9M reactions from patents (1976-2016). Task: Predict the reactants needed to synthesize the given product. (1) Given the product [CH3:22][N:17]1[C@H:18]([CH3:21])[CH2:19][CH2:20][N:15]2[C:14](=[O:24])[N:13]=[C:12]([O:1][CH2:2][C:3]3[CH:4]=[C:5]([CH:8]=[CH:9][CH:10]=3)[C:6]#[N:7])[CH:23]=[C:16]12, predict the reactants needed to synthesize it. The reactants are: [OH:1][CH2:2][C:3]1[CH:4]=[C:5]([CH:8]=[CH:9][CH:10]=1)[C:6]#[N:7].Cl[C:12]1[CH:23]=[C:16]2[N:17]([CH3:22])[C@H:18]([CH3:21])[CH2:19][CH2:20][N:15]2[C:14](=[O:24])[N:13]=1. (2) The reactants are: [NH2:1][C:2]1[N:7]=[C:6]([C:8]2[O:9][CH:10]=[CH:11][CH:12]=2)[C:5]([C:13]#[N:14])=[C:4](S(C)=O)[N:3]=1.[NH2:18][CH2:19][CH2:20][NH:21][C:22]1[CH:23]=[CH:24][C:25]([N+:29]([O-:31])=[O:30])=[C:26]([NH2:28])[CH:27]=1. Given the product [NH2:1][C:2]1[N:3]=[C:4]([NH:18][CH2:19][CH2:20][NH:21][C:22]2[CH:23]=[CH:24][C:25]([N+:29]([O-:31])=[O:30])=[C:26]([NH2:28])[CH:27]=2)[C:5]([C:13]#[N:14])=[C:6]([C:8]2[O:9][CH:10]=[CH:11][CH:12]=2)[N:7]=1, predict the reactants needed to synthesize it.